This data is from Catalyst prediction with 721,799 reactions and 888 catalyst types from USPTO. The task is: Predict which catalyst facilitates the given reaction. (1) Reactant: [NH2:1][C:2]1[CH:3]=[C:4]([CH:7]=[C:8]([CH2:11][N:12]2[CH2:17][CH2:16][NH:15][CH2:14][CH2:13]2)[C:9]=1[Cl:10])[C:5]#[N:6].[CH3:18][C:19]([O:22][C:23](O[C:23]([O:22][C:19]([CH3:21])([CH3:20])[CH3:18])=[O:24])=[O:24])([CH3:21])[CH3:20]. Product: [NH2:1][C:2]1[C:9]([Cl:10])=[C:8]([CH:7]=[C:4]([C:5]#[N:6])[CH:3]=1)[CH2:11][N:12]1[CH2:13][CH2:14][N:15]([C:23]([O:22][C:19]([CH3:21])([CH3:20])[CH3:18])=[O:24])[CH2:16][CH2:17]1. The catalyst class is: 2. (2) Reactant: [C:1]([O:5][C:6]([NH:8][C@H:9]([CH:17]([CH2:22][CH3:23])[CH2:18][CH2:19][CH2:20][CH3:21])[C@H:10]([OH:16])[C:11]([O:13]CC)=[O:12])=[O:7])([CH3:4])([CH3:3])[CH3:2].OO.O.[OH-].[Li+]. Product: [C:1]([O:5][C:6]([NH:8][C@H:9]([CH:17]([CH2:22][CH3:23])[CH2:18][CH2:19][CH2:20][CH3:21])[C@H:10]([OH:16])[C:11]([OH:13])=[O:12])=[O:7])([CH3:4])([CH3:3])[CH3:2]. The catalyst class is: 30. (3) Reactant: FC(F)(F)S([O-])(=O)=O.[Bi+3].FC(F)(F)S([O-])(=O)=O.FC(F)(F)S([O-])(=O)=O.[Cl:26][C:27]1[CH:28]=[C:29]([CH:34]2[O:42][CH2:41][CH2:40][N:39](C(OC(C)(C)C)=O)[CH2:38][C:35]32[O:37][CH2:36]3)[CH:30]=[CH:31][C:32]=1[Cl:33].C(=O)([O-])[OH:51].[Na+]. Product: [ClH:26].[Cl:26][C:27]1[CH:28]=[C:29]([CH:34]2[O:42][CH2:41][CH2:40][NH:39][CH2:38][C:35]2([CH2:36][OH:51])[OH:37])[CH:30]=[CH:31][C:32]=1[Cl:33]. The catalyst class is: 20. (4) Reactant: [C:1]([O:5][C:6]([N:8]1[CH2:12][CH2:11][O:10][CH:9]1[CH2:13]OS(C1C=CC(C)=CC=1)(=O)=O)=[O:7])([CH3:4])([CH3:3])[CH3:2].[C:25](=O)([O-])[O-].[K+].[K+].[N+:31]([C:34]1[CH:38]=CN[N:35]=1)([O-:33])=[O:32].[CH3:39][N:40]([CH3:43])C=O. Product: [C:1]([O:5][C:6]([N:8]1[C@H:12]([CH2:39][N:40]2[CH:43]=[CH:38][C:34]([N+:31]([O-:33])=[O:32])=[N:35]2)[CH2:11][O:10][C:9]1([CH3:13])[CH3:25])=[O:7])([CH3:2])([CH3:3])[CH3:4]. The catalyst class is: 13. (5) Product: [CH2:41]([O:40][C:38](=[O:39])[C:37]([O:35][C:10]1[CH:11]=[CH:12][C:13]([O:14][CH2:15][CH2:16][C:17]2[N:18]=[C:19]([C:23]3[CH:24]=[CH:25][C:26]([C:29]4[CH:30]=[CH:31][CH:32]=[CH:33][CH:34]=4)=[CH:27][CH:28]=3)[O:20][C:21]=2[CH3:22])=[C:8]([CH2:7][CH:1]2[CH2:6][CH2:5][CH2:4][CH2:3][CH2:2]2)[CH:9]=1)([CH3:44])[CH3:43])[CH3:42]. The catalyst class is: 3. Reactant: [CH:1]1([CH2:7][C:8]2[CH:9]=[C:10]([OH:35])[CH:11]=[CH:12][C:13]=2[O:14][CH2:15][CH2:16][C:17]2[N:18]=[C:19]([C:23]3[CH:28]=[CH:27][C:26]([C:29]4[CH:34]=[CH:33][CH:32]=[CH:31][CH:30]=4)=[CH:25][CH:24]=3)[O:20][C:21]=2[CH3:22])[CH2:6][CH2:5][CH2:4][CH2:3][CH2:2]1.Br[C:37]([CH3:44])([CH3:43])[C:38]([O:40][CH2:41][CH3:42])=[O:39].C(=O)([O-])[O-].[Cs+].[Cs+]. (6) Reactant: [CH2:1]([C:4]([N:23]=C(C1C=CC=CC=1)C1C=CC=CC=1)([CH2:10][CH2:11][CH2:12][CH2:13][B:14]1[O:18][C:17]([CH3:20])([CH3:19])[C:16]([CH3:22])([CH3:21])[O:15]1)[C:5]([O:7][CH2:8][CH3:9])=[O:6])[CH:2]=[CH2:3].Cl. Product: [CH2:1]([C:4]([NH2:23])([CH2:10][CH2:11][CH2:12][CH2:13][B:14]1[O:15][C:16]([CH3:22])([CH3:21])[C:17]([CH3:20])([CH3:19])[O:18]1)[C:5]([O:7][CH2:8][CH3:9])=[O:6])[CH:2]=[CH2:3]. The catalyst class is: 27. (7) Reactant: [Br:1][CH2:2][C:3]1[C:12]2[C:7](=[CH:8][CH:9]=[CH:10][C:11]=2[CH2:13]Br)[CH:6]=[CH:5][CH:4]=1.[F:15][B-:16]([F:19])([F:18])[F:17].[CH:20]([C:23]1[CH:28]=[CH:27][CH:26]=[CH:25][C:24]=1[N+:29]1[CH:34]=[CH:33][C:32]([C:35]2[CH:40]=[CH:39][NH+:38]=[CH:37][CH:36]=2)=[CH:31][CH:30]=1)([CH3:22])[CH3:21].[F:41][B-:42]([F:45])([F:44])[F:43]. Product: [F:15][B-:16]([F:19])([F:18])[F:17].[F:41][B-:42]([F:45])([F:44])[F:43].[Br-:1].[Br-:1].[C:11]1([CH2:13][N+:38]2[CH:39]=[CH:40][C:35]([C:32]3[CH:31]=[CH:30][N+:29]([C:24]4[CH:25]=[CH:26][CH:27]=[CH:28][C:23]=4[CH:20]([CH3:22])[CH3:21])=[CH:34][CH:33]=3)=[CH:36][CH:37]=2)[C:12]2[C:7](=[CH:6][CH:5]=[CH:4][C:3]=2[CH2:2][N+:38]2[CH:37]=[CH:36][C:35]([C:32]3[CH:31]=[CH:30][N+:29]([C:24]4[CH:25]=[CH:26][CH:27]=[CH:28][C:23]=4[CH:20]([CH3:22])[CH3:21])=[CH:34][CH:33]=3)=[CH:40][CH:39]=2)[CH:8]=[CH:9][CH:10]=1. The catalyst class is: 23.